From a dataset of Full USPTO retrosynthesis dataset with 1.9M reactions from patents (1976-2016). Predict the reactants needed to synthesize the given product. (1) The reactants are: [Br:1][C:2]1[CH:3]=[CH:4][C:5](I)=[C:6]([CH:16]=1)[CH2:7][N:8]([CH2:14][CH3:15])[C:9]([CH:11]1[CH2:13][CH2:12]1)=[O:10].[CH2:18]([O:20][C:21](=[O:40])[CH2:22][C:23]1[CH:28]=[CH:27][C:26]([O:29][CH3:30])=[C:25](B2OC(C)(C)C(C)(C)O2)[CH:24]=1)[CH3:19].C(=O)([O-])[O-].[K+].[K+].O. Given the product [CH2:18]([O:20][C:21](=[O:40])[CH2:22][C:23]1[CH:24]=[C:25]([C:5]2[CH:4]=[CH:3][C:2]([Br:1])=[CH:16][C:6]=2[CH2:7][N:8]([C:9]([CH:11]2[CH2:13][CH2:12]2)=[O:10])[CH2:14][CH3:15])[C:26]([O:29][CH3:30])=[CH:27][CH:28]=1)[CH3:19], predict the reactants needed to synthesize it. (2) Given the product [CH3:27][C:21]1[C:20]([NH:18][CH:16]([C:8]2[CH:9]=[C:10]3[N:15]([C:7]=2[C:2]2[CH:3]=[CH:4][CH:5]=[CH:6][N:1]=2)[CH:14]=[CH:13][CH:12]=[CH:11]3)[CH3:17])=[N:25][CH:24]=[N:23][C:22]=1[NH2:26], predict the reactants needed to synthesize it. The reactants are: [N:1]1[CH:6]=[CH:5][CH:4]=[CH:3][C:2]=1[C:7]1[N:15]2[C:10]([CH:11]=[CH:12][CH:13]=[CH:14]2)=[CH:9][C:8]=1[CH:16]([NH2:18])[CH3:17].Cl[C:20]1[N:25]=[CH:24][N:23]=[C:22]([NH2:26])[C:21]=1[CH3:27].CCN(C(C)C)C(C)C. (3) The reactants are: [O:1]1[CH2:6][CH:5]=[C:4]([C:7]2[C:12]([F:13])=[N:11][CH:10]=[CH:9][N:8]=2)[CH2:3][CH2:2]1. Given the product [F:13][C:12]1[C:7]([CH:4]2[CH2:5][CH2:6][O:1][CH2:2][CH2:3]2)=[N:8][CH:9]=[CH:10][N:11]=1, predict the reactants needed to synthesize it. (4) Given the product [Br:22][C:23]1[CH:28]=[CH:27][C:26]([C:29]2[CH:34]=[CH:33][C:32]([C:2]3[C:3]4[C:8]([C:9]([C:16]5[CH:21]=[CH:20][CH:19]=[CH:18][CH:17]=5)=[C:10]5[C:15]=3[CH:14]=[CH:13][CH:12]=[CH:11]5)=[CH:7][CH:6]=[CH:5][CH:4]=4)=[CH:31][CH:30]=2)=[CH:25][CH:24]=1, predict the reactants needed to synthesize it. The reactants are: I[C:2]1[C:3]2[C:8]([C:9]([C:16]3[CH:21]=[CH:20][CH:19]=[CH:18][CH:17]=3)=[C:10]3[C:15]=1[CH:14]=[CH:13][CH:12]=[CH:11]3)=[CH:7][CH:6]=[CH:5][CH:4]=2.[Br:22][C:23]1[CH:28]=[CH:27][C:26]([C:29]2[CH:34]=[CH:33][C:32](B(O)O)=[CH:31][CH:30]=2)=[CH:25][CH:24]=1.C(=O)([O-])[O-].[K+].[K+]. (5) Given the product [F:1][C:2]1[CH:3]=[C:4]([C:21]([NH2:23])=[O:22])[C:5]2[O:9][C:8]([C:10]3[CH:11]=[CH:12][C:13]([CH2:16][NH:17][CH3:18])=[CH:14][N:25]=3)=[CH:7][C:6]=2[CH:20]=1, predict the reactants needed to synthesize it. The reactants are: [F:1][C:2]1[CH:3]=[C:4]([C:21]([NH2:23])=[O:22])[C:5]2[O:9][C:8]([C:10]3C=[CH:14][C:13]([CH2:16][N:17](C)[CH3:18])=[CH:12][CH:11]=3)=[CH:7][C:6]=2[CH:20]=1.C[NH:25]CC1C=CC(C2OC3C(C(OC)=O)=CC(F)=CC=3C=2)=NC=1.